This data is from Full USPTO retrosynthesis dataset with 1.9M reactions from patents (1976-2016). The task is: Predict the reactants needed to synthesize the given product. (1) The reactants are: [F:1][C:2]1[CH:3]=[CH:4][C:5]([NH:8][C:9]([C@H:11]2[N:15]([C:16](=[O:35])[C@@H:17]([CH2:23][N:24]([CH:33]=[O:34])[O:25]CC3C=CC=CC=3)[CH2:18][CH2:19][CH2:20][CH2:21][CH3:22])[N:14]=[CH:13][CH2:12]2)=[O:10])=[N:6][CH:7]=1. Given the product [F:1][C:2]1[CH:3]=[CH:4][C:5]([NH:8][C:9]([C@H:11]2[N:15]([C:16](=[O:35])[C@@H:17]([CH2:23][N:24]([CH:33]=[O:34])[OH:25])[CH2:18][CH2:19][CH2:20][CH2:21][CH3:22])[N:14]=[CH:13][CH2:12]2)=[O:10])=[N:6][CH:7]=1, predict the reactants needed to synthesize it. (2) Given the product [NH2:10][C:9]1[C:4]([C:3]([NH:2][CH3:1])=[O:13])=[N:5][CH:6]=[CH:7][CH:8]=1, predict the reactants needed to synthesize it. The reactants are: [CH3:1][NH:2][C:3](=[O:13])[C:4]1[C:9]([N+:10]([O-])=O)=[CH:8][CH:7]=[CH:6][N:5]=1.[H][H]. (3) Given the product [F:21][C:2]([F:1])([F:22])[C:3]1[CH:4]=[CH:5][C:6]([CH2:13][C:14]([OH:16])=[O:15])=[C:7]2[C:12]=1[N:11]=[CH:10][CH:9]=[CH:8]2, predict the reactants needed to synthesize it. The reactants are: [F:1][C:2]([F:22])([F:21])[C:3]1[CH:4]=[CH:5][C:6]([CH2:13][C:14]([O:16]C(C)(C)C)=[O:15])=[C:7]2[C:12]=1[N:11]=[CH:10][CH:9]=[CH:8]2.C(O)(C(F)(F)F)=O. (4) Given the product [F:1][C:2]1[CH:7]=[CH:6][C:5]([C:8]2[C:12]([C:13]3[CH:18]=[CH:17][N:16]=[CH:15][CH:14]=3)=[C:11]([CH:19]3[CH2:21][CH:20]3[C:22]([OH:24])=[O:23])[N:10]([CH2:27][CH2:28][OH:29])[N:9]=2)=[CH:4][CH:3]=1, predict the reactants needed to synthesize it. The reactants are: [F:1][C:2]1[CH:7]=[CH:6][C:5]([C:8]2[C:12]([C:13]3[CH:18]=[CH:17][N:16]=[CH:15][CH:14]=3)=[C:11]([CH:19]3[CH2:21][CH:20]3[C:22]([O:24]CC)=[O:23])[N:10]([CH2:27][CH2:28][OH:29])[N:9]=2)=[CH:4][CH:3]=1.C1CC(NC2C3C(=CC(Cl)=C(Cl)C=3)C(C3C=CN=CC=3)=NN=2)CC1.[OH-].[Na+]. (5) Given the product [NH2:33][CH2:32][C:27]1[CH:28]=[C:29]2[C:24]([CH2:23][N:22]([C:21]3[C:15]4[C:16](=[N:17][CH:18]=[C:13]([C:10]5[CH:11]=[CH:12][C:7]([S:4]([CH:1]([CH3:3])[CH3:2])(=[O:6])=[O:5])=[CH:8][CH:9]=5)[N:14]=4)[NH:19][CH:20]=3)[C:30]2=[O:31])=[CH:25][CH:26]=1, predict the reactants needed to synthesize it. The reactants are: [CH:1]([S:4]([C:7]1[CH:12]=[CH:11][C:10]([C:13]2[N:14]=[C:15]3[C:21]([N:22]4[C:30](=[O:31])[C:29]5[C:24](=[CH:25][CH:26]=[C:27]([C:32]#[N:33])[CH:28]=5)[CH2:23]4)=[CH:20][N:19](C(C4C=CC=CC=4)(C4C=CC=CC=4)C4C=CC=CC=4)[C:16]3=[N:17][CH:18]=2)=[CH:9][CH:8]=1)(=[O:6])=[O:5])([CH3:3])[CH3:2].[BH4-].[Na+].